The task is: Predict which catalyst facilitates the given reaction.. This data is from Catalyst prediction with 721,799 reactions and 888 catalyst types from USPTO. (1) Reactant: [CH:1]1([CH2:4][O:5][C:6]2[CH:13]=[CH:12][C:11]([C:14]3[C:15]4[CH:22]=[C:21]([C:23]5[CH:28]=[CH:27][C:26]([O:29][CH2:30][CH2:31][N:32]6[CH2:36][CH2:35][CH2:34][CH2:33]6)=[CH:25][CH:24]=5)[N:20](COCC[Si](C)(C)C)[C:16]=4[N:17]=[CH:18][N:19]=3)=[CH:10][C:7]=2[C:8]#[N:9])[CH2:3][CH2:2]1.[C:45]([OH:51])([C:47]([F:50])([F:49])[F:48])=[O:46]. Product: [CH:1]1([CH2:4][O:5][C:6]2[CH:13]=[CH:12][C:11]([C:14]3[C:15]4[CH:22]=[C:21]([C:23]5[CH:24]=[CH:25][C:26]([O:29][CH2:30][CH2:31][N:32]6[CH2:33][CH2:34][CH2:35][CH2:36]6)=[CH:27][CH:28]=5)[NH:20][C:16]=4[N:17]=[CH:18][N:19]=3)=[CH:10][C:7]=2[C:8]#[N:9])[CH2:2][CH2:3]1.[C:45]([OH:51])([C:47]([F:50])([F:49])[F:48])=[O:46]. The catalyst class is: 2. (2) Reactant: [CH:1]1([C:4]2[C:13]3[C:12]([N:14]4[CH2:19][CH2:18][N:17](C(OCC5C=CC=CC=5)=O)[CH2:16][CH2:15]4)=[N:11][C:10]([C:30]4[CH:35]=[CH:34][N:33]=[C:32]([NH:36][C:37]5[CH:42]=[CH:41][C:40]([CH:43]6[CH2:46][O:45][CH2:44]6)=[CH:39][CH:38]=5)[CH:31]=4)=[N:9][C:8]=3[CH:7]=[N:6][CH:5]=2)[CH2:3][CH2:2]1. Product: [CH:1]1([C:4]2[C:13]3[C:12]([N:14]4[CH2:15][CH2:16][NH:17][CH2:18][CH2:19]4)=[N:11][C:10]([C:30]4[CH:35]=[CH:34][N:33]=[C:32]([NH:36][C:37]5[CH:42]=[CH:41][C:40]([CH:43]6[CH2:44][O:45][CH2:46]6)=[CH:39][CH:38]=5)[CH:31]=4)=[N:9][C:8]=3[CH:7]=[N:6][CH:5]=2)[CH2:3][CH2:2]1. The catalyst class is: 5. (3) Reactant: [Si:1]([O:8][C:9]([CH3:36])([CH3:35])[C@H:10]([N:20]1[C:32]2[C:31]3[CH:30]=[CH:29][CH:28]=[CH:27][C:26]=3[N:25]=[CH:24][C:23]=2[N:22]=[C:21]1[CH2:33]Cl)[CH2:11][O:12][Si](C(C)(C)C)(C)C)([C:4]([CH3:7])([CH3:6])[CH3:5])([CH3:3])[CH3:2].[F-].C([N+](CCCC)(CCCC)CCCC)CCC.C([O-])(O)=O.[Na+]. Product: [Si:1]([O:8][C:9]([C@@H:10]1[N:20]2[C:32]3[C:31]4[C:26](=[CH:27][CH:28]=[CH:29][CH:30]=4)[N:25]=[CH:24][C:23]=3[N:22]=[C:21]2[CH2:33][O:12][CH2:11]1)([CH3:35])[CH3:36])([C:4]([CH3:6])([CH3:7])[CH3:5])([CH3:3])[CH3:2]. The catalyst class is: 2. (4) Reactant: C([O:3][C:4]([CH:6]1[CH2:8][CH:7]1[CH2:9][N:10]1[C@@H:14]([CH2:15][OH:16])[C@H:13]([C:17]2[CH:22]=[CH:21][CH:20]=[C:19]([Cl:23])[C:18]=2[F:24])[C@:12]([C:27]2[CH:32]=[CH:31][C:30]([Cl:33])=[CH:29][C:28]=2[F:34])([C:25]#[N:26])[C@@H:11]1[CH2:35][C:36]([CH3:39])([CH3:38])[CH3:37])=[O:5])C.[Li+].[OH-]. Product: [Cl:23][C:19]1[C:18]([F:24])=[C:17]([C@H:13]2[C@H:14]([CH2:15][OH:16])[N:10]([CH2:9][C@@H:7]3[CH2:8][C@H:6]3[C:4]([OH:5])=[O:3])[C@@H:11]([CH2:35][C:36]([CH3:37])([CH3:38])[CH3:39])[C@@:12]2([C:27]2[CH:32]=[CH:31][C:30]([Cl:33])=[CH:29][C:28]=2[F:34])[C:25]#[N:26])[CH:22]=[CH:21][CH:20]=1. The catalyst class is: 375. (5) Reactant: O=[C:2]1[C:8]2([CH2:16][C:15]3[C:10](=[CH:11][CH:12]=[CH:13][CH:14]=3)[CH2:9]2)[CH2:7][CH2:6][CH2:5][CH2:4][CH:3]1[C:17]([O:19]C)=O.[N+]([O-])(O)=O.[NH2:25][C:26]([NH2:28])=[NH:27].C(=O)([O-])[O-].[K+].[K+].O. Product: [NH2:28][C:26]1[N:25]=[C:17]([OH:19])[C:3]2[CH2:4][CH2:5][CH2:6][CH2:7][C:8]3([CH2:16][C:15]4[C:10](=[CH:11][CH:12]=[CH:13][CH:14]=4)[CH2:9]3)[C:2]=2[N:27]=1. The catalyst class is: 640. (6) Reactant: [CH2:1]([O:19][CH2:20][C@H:21]([CH2:23][OH:24])[OH:22])[CH2:2][CH2:3][CH2:4][CH2:5][CH2:6][CH2:7][CH2:8][CH2:9][CH2:10][CH2:11][CH2:12][CH2:13][CH2:14][CH2:15][CH2:16][CH2:17][CH3:18].[C:25]1([C:31]([C:39]2[CH:44]=[CH:43][CH:42]=[CH:41][CH:40]=2)([C:33]2[CH:38]=[CH:37][CH:36]=[CH:35][CH:34]=2)Cl)[CH:30]=[CH:29][CH:28]=[CH:27][CH:26]=1.C1COCC1.C(#N)C. Product: [CH2:1]([O:19][CH2:20][C@H:21]([CH2:23][O:24][C:31]([C:25]1[CH:30]=[CH:29][CH:28]=[CH:27][CH:26]=1)([C:39]1[CH:40]=[CH:41][CH:42]=[CH:43][CH:44]=1)[C:33]1[CH:34]=[CH:35][CH:36]=[CH:37][CH:38]=1)[OH:22])[CH2:2][CH2:3][CH2:4][CH2:5][CH2:6][CH2:7][CH2:8][CH2:9][CH2:10][CH2:11][CH2:12][CH2:13][CH2:14][CH2:15][CH2:16][CH2:17][CH3:18]. The catalyst class is: 66. (7) Reactant: [O:1]1[CH2:6][CH2:5][CH:4]([OH:7])[CH2:3][CH2:2]1.[CH3:8][C:9]([C:11]1[CH:12]=[CH:13][C:14](O)=[CH:15][C:16]=1[OH:17])=[O:10].C1(P(C2C=CC=CC=2)C2C=CC=CC=2)C=CC=CC=1.CCOC(/N=N/C(OCC)=O)=O. Product: [OH:17][C:16]1[CH:15]=[C:14]([O:7][CH:4]2[CH2:5][CH2:6][O:1][CH2:2][CH2:3]2)[CH:13]=[CH:12][C:11]=1[C:9](=[O:10])[CH3:8]. The catalyst class is: 158. (8) Reactant: [C:1]([O-:6])(=[O:5])[C:2]([CH3:4])=[CH2:3].[Na+].C(O)(=O)C(C)=C.[C:14](O)(=[S:16])[CH3:15]. Product: [C:14]([CH2:3][C@H:2]([CH3:4])[C:1]([OH:6])=[O:5])(=[S:16])[CH3:15]. The catalyst class is: 11. (9) Reactant: ClC(OCC(C)C)=O.[C:9]([O:13][C:14]([N:16]1[CH2:20][CH2:19][CH2:18][C@H:17]1[C:21]([OH:23])=O)=[O:15])([CH3:12])([CH3:11])[CH3:10].Cl.[NH2:25][C:26]1[CH:27]=[C:28]2[C:37](=[CH:38][CH:39]=1)[S:36][C:35]1[C:34]([C:40]3[NH:45][C:44](=[O:46])[CH:43]=[C:42]([N:47]4[CH2:52][CH2:51][O:50][CH2:49][CH2:48]4)[CH:41]=3)=[CH:33][CH:32]=[CH:31][C:30]=1[S:29]2.CN1CCOCC1.[Cl-].[NH4+].C(=O)([O-])O.[Na+]. Product: [O:50]1[CH2:49][CH2:48][N:47]([C:42]2[CH:41]=[C:40]([C:34]3[CH:33]=[CH:32][CH:31]=[C:30]4[C:35]=3[S:36][C:37]3[CH:38]=[CH:39][C:26]([NH:25][C:21]([C@@H:17]5[CH2:18][CH2:19][CH2:20][N:16]5[C:14]([O:13][C:9]([CH3:10])([CH3:11])[CH3:12])=[O:15])=[O:23])=[CH:27][C:28]=3[S:29]4)[NH:45][C:44](=[O:46])[CH:43]=2)[CH2:52][CH2:51]1. The catalyst class is: 9.